From a dataset of Full USPTO retrosynthesis dataset with 1.9M reactions from patents (1976-2016). Predict the reactants needed to synthesize the given product. (1) Given the product [CH2:27]([CH:34]([N:42]1[C:25](=[O:26])[C:9]2[C:8]3[C:7]4[C:6](=[CH:21][CH:10]=2)[C:5]2[C:20]5[C:19]([C:2]([Br:1])=[CH:3][CH:4]=2)=[CH:18][CH:17]=[CH:16][C:15]=5[C:14]=4[CH:13]=[CH:12][C:11]=3[C:22]1=[O:23])[CH2:35][CH2:36][CH2:37][CH2:38][CH2:39][CH2:40][CH3:41])[CH2:28][CH2:29][CH2:30][CH2:31][CH2:32][CH3:33], predict the reactants needed to synthesize it. The reactants are: [Br:1][C:2]1[C:19]2[C:20]3[C:5]([C:6]4[C:21]5[C:10]6=[C:11]([C:22](O[C:25](=[O:26])[C:9]6=[CH:8][CH:7]=4)=[O:23])[CH:12]=[CH:13][C:14]=5[C:15]=3[CH:16]=[CH:17][CH:18]=2)=[CH:4][CH:3]=1.[CH2:27]([CH:34]([NH2:42])[CH2:35][CH2:36][CH2:37][CH2:38][CH2:39][CH2:40][CH3:41])[CH2:28][CH2:29][CH2:30][CH2:31][CH2:32][CH3:33]. (2) Given the product [F:1][C:2]1[CH:15]=[C:14]([N+:16]([O-:18])=[O:17])[CH:13]=[CH:12][C:3]=1[O:4][C:5]1[CH:10]=[CH:9][N:8]=[C:7]([NH:11][C:27]([N:47]2[CH2:48][CH2:49][CH:44]([CH2:43][N:38]3[CH2:42][CH2:41][CH2:40][CH2:39]3)[CH2:45][CH2:46]2)=[O:28])[CH:6]=1, predict the reactants needed to synthesize it. The reactants are: [F:1][C:2]1[CH:15]=[C:14]([N+:16]([O-:18])=[O:17])[CH:13]=[CH:12][C:3]=1[O:4][C:5]1[CH:10]=[CH:9][N:8]=[C:7]([NH2:11])[CH:6]=1.C(N(CC)CC)C.Cl[C:27](OC1C=CC=CC=1)=[O:28].Cl.Cl.[N:38]1([CH2:43][CH:44]2[CH2:49][CH2:48][NH:47][CH2:46][CH2:45]2)[CH2:42][CH2:41][CH2:40][CH2:39]1. (3) Given the product [CH3:3][CH:2]([C:4]1[C:8]([CH2:9][C:10]([OH:12])=[O:11])=[C:7]([CH:17]([CH3:19])[CH3:18])[O:6][N:5]=1)[CH3:1], predict the reactants needed to synthesize it. The reactants are: [CH3:1][CH:2]([C:4]1[C:8]([CH2:9][C:10]([O:12]C(C)(C)C)=[O:11])=[C:7]([CH:17]([CH3:19])[CH3:18])[O:6][N:5]=1)[CH3:3].FC(F)(F)C(O)=O. (4) The reactants are: I[C:2]1[CH:7]=[C:6]([N+:8]([O-:10])=[O:9])[CH:5]=[C:4]([O:11][CH3:12])[CH:3]=1.[C:13]1(B(O)O)[CH:18]=[CH:17][CH:16]=[CH:15][CH:14]=1.C(=O)([O-])[O-].[K+].[K+].C1(C)C=CC=CC=1. Given the product [CH3:12][O:11][C:4]1[CH:3]=[C:2]([C:13]2[CH:18]=[CH:17][CH:16]=[CH:15][CH:14]=2)[CH:7]=[C:6]([N+:8]([O-:10])=[O:9])[CH:5]=1, predict the reactants needed to synthesize it. (5) The reactants are: [F:1][C:2]1[C:3]([C:9]2[N:13]([CH:14]([CH3:16])[CH3:15])[C:12]([CH3:17])=[N:11][CH:10]=2)=[N:4][C:5]([NH2:8])=[N:6][CH:7]=1.Br[C:19]1[CH:33]=[CH:32][C:22]([C:23]([N:25]2[CH2:30][CH2:29][N:28]([CH3:31])[CH2:27][CH2:26]2)=[O:24])=[C:21]([S:34]([CH3:37])(=[O:36])=[O:35])[CH:20]=1.CC(C)([O-])C.[Na+].C([O-])([O-])=O.[Cs+].[Cs+].CC(C1C=C(C(C)C)C(C2C=CC=CC=2P(C2CCCCC2)C2CCCCC2)=C(C(C)C)C=1)C.[ClH:84].CCOCC. Given the product [ClH:84].[F:1][C:2]1[C:3]([C:9]2[N:13]([CH:14]([CH3:15])[CH3:16])[C:12]([CH3:17])=[N:11][CH:10]=2)=[N:4][C:5]([NH:8][C:19]2[CH:33]=[CH:32][C:22]([C:23]([N:25]3[CH2:26][CH2:27][N:28]([CH3:31])[CH2:29][CH2:30]3)=[O:24])=[C:21]([S:34]([CH3:37])(=[O:35])=[O:36])[CH:20]=2)=[N:6][CH:7]=1, predict the reactants needed to synthesize it. (6) Given the product [OH:36][C@H:33]([C:32]#[C:31][C:9]#[C:10][C@H:11]([NH:21][C:22](=[O:29])[C:23]1[CH:24]=[CH:25][CH:26]=[CH:27][CH:28]=1)[CH2:12][CH2:13][CH2:14][CH2:15][CH2:16][CH2:17][CH2:18][CH2:19][CH3:20])[CH:34]=[CH2:35], predict the reactants needed to synthesize it. The reactants are: C(N)CCC.NO.Cl.[CH:9]#[C:10][C@H:11]([NH:21][C:22](=[O:29])[C:23]1[CH:28]=[CH:27][CH:26]=[CH:25][CH:24]=1)[CH2:12][CH2:13][CH2:14][CH2:15][CH2:16][CH2:17][CH2:18][CH2:19][CH3:20].Br[C:31]#[C:32][C@@H:33]([OH:36])[CH:34]=[CH2:35].